From a dataset of Forward reaction prediction with 1.9M reactions from USPTO patents (1976-2016). Predict the product of the given reaction. (1) Given the reactants Cl[C:2]1[C:11]2[C:6](=[CH:7][CH:8]=[N:9][CH:10]=2)[C:5](=[O:12])[N:4]([CH3:13])[CH:3]=1.[CH2:14]([S:16]([NH:19][C:20]1[CH:21]=[C:22](B(O)O)[CH:23]=[CH:24][CH:25]=1)(=[O:18])=[O:17])[CH3:15].[O-]P([O-])([O-])=O.[K+].[K+].[K+], predict the reaction product. The product is: [CH3:13][N:4]1[CH:3]=[C:2]([C:24]2[CH:25]=[C:20]([NH:19][S:16]([CH2:14][CH3:15])(=[O:17])=[O:18])[CH:21]=[CH:22][CH:23]=2)[C:11]2[C:6](=[CH:7][CH:8]=[N:9][CH:10]=2)[C:5]1=[O:12]. (2) The product is: [CH2:1]([N:4]([C:21](=[O:30])[C:22]1[C:27]([F:28])=[CH:26][CH:25]=[CH:24][C:23]=1[F:29])[C:5]([N:7]([C:9]1[CH:14]=[CH:13][C:12]([S:15]([C:16]([F:17])([F:18])[F:19])=[O:39])=[CH:11][C:10]=1[F:20])[CH3:8])=[O:6])[CH:2]=[CH2:3]. Given the reactants [CH2:1]([N:4]([C:21](=[O:30])[C:22]1[C:27]([F:28])=[CH:26][CH:25]=[CH:24][C:23]=1[F:29])[C:5]([N:7]([C:9]1[CH:14]=[CH:13][C:12]([S:15][C:16]([F:19])([F:18])[F:17])=[CH:11][C:10]=1[F:20])[CH3:8])=[O:6])[CH:2]=[CH2:3].ClC1C=CC=C(C(OO)=[O:39])C=1.C(OC)(C)(C)C, predict the reaction product. (3) Given the reactants [C:1]([NH:4][N:5]([C:13]1[CH:18]=[CH:17][C:16]([C:19]([O:21][CH2:22][CH3:23])=[O:20])=[CH:15][CH:14]=1)[C:6]([O:8][C:9]([CH3:12])([CH3:11])[CH3:10])=[O:7])(=[O:3])[CH3:2].[CH3:24]I.[H-].[Na+], predict the reaction product. The product is: [C:1]([N:4]([CH3:24])[N:5]([C:13]1[CH:14]=[CH:15][C:16]([C:19]([O:21][CH2:22][CH3:23])=[O:20])=[CH:17][CH:18]=1)[C:6]([O:8][C:9]([CH3:12])([CH3:11])[CH3:10])=[O:7])(=[O:3])[CH3:2]. (4) Given the reactants [CH3:1][C:2]1[C:7]([N+:8]([O-:10])=[O:9])=[CH:6][CH:5]=[CH:4][C:3]=1[C:11]1[CH:12]=[CH:13][C:14](=[O:17])[NH:15][CH:16]=1.[C:18](=O)([O-])[O-].[K+].[K+].IC, predict the reaction product. The product is: [CH3:18][N:15]1[CH:16]=[C:11]([C:3]2[CH:4]=[CH:5][CH:6]=[C:7]([N+:8]([O-:10])=[O:9])[C:2]=2[CH3:1])[CH:12]=[CH:13][C:14]1=[O:17]. (5) Given the reactants Br[C:2]1[N:7]=[CH:6][C:5]([CH2:8][NH:9][C:10]([C:12]2[C:13]3[N:14]([C:18]([C:21]4[CH:26]=[CH:25][C:24]([F:27])=[CH:23][CH:22]=4)=[N:19][CH:20]=3)[CH:15]=[CH:16][CH:17]=2)=[O:11])=[CH:4][CH:3]=1.[CH3:28][S:29]([O-:31])=[O:30].[Na+].CNCCNC, predict the reaction product. The product is: [CH3:28][S:29]([C:2]1[N:7]=[CH:6][C:5]([CH2:8][NH:9][C:10]([C:12]2[C:13]3[N:14]([C:18]([C:21]4[CH:26]=[CH:25][C:24]([F:27])=[CH:23][CH:22]=4)=[N:19][CH:20]=3)[CH:15]=[CH:16][CH:17]=2)=[O:11])=[CH:4][CH:3]=1)(=[O:31])=[O:30]. (6) Given the reactants Cl.[NH2:2][CH2:3][C:4]1([C:17](=[O:25])[NH:18][C:19]2[CH:24]=[CH:23][CH:22]=[CH:21][N:20]=2)[CH2:9][CH2:8][N:7](C(OC(C)(C)C)=O)[CH2:6][CH2:5]1, predict the reaction product. The product is: [NH2:2][CH2:3][C:4]1([C:17]([NH:18][C:19]2[CH:24]=[CH:23][CH:22]=[CH:21][N:20]=2)=[O:25])[CH2:9][CH2:8][NH:7][CH2:6][CH2:5]1.